Dataset: Catalyst prediction with 721,799 reactions and 888 catalyst types from USPTO. Task: Predict which catalyst facilitates the given reaction. (1) Reactant: [CH2:1]([O:4][C:5]([C:7]1[CH:12]=[CH:11][C:10]([C:13]2[C:21]3[C:16](=[CH:17][CH:18]=[CH:19][CH:20]=3)[N:15]([C:22]3[CH:30]=[CH:29][C:25]([C:26]([OH:28])=[O:27])=[CH:24][CH:23]=3)[N:14]=2)=[CH:9][CH:8]=1)=[O:6])[CH:2]=[CH2:3].O[N:32]1[C:36](=[O:37])[CH2:35][CH2:34][C:33]1=[O:38].C(N=C=NC(C)C)(C)C. Product: [O:38]=[C:33]1[CH2:34][CH2:35][C:36](=[O:37])[N:32]1[O:27][C:26](=[O:28])[C:25]1[CH:24]=[CH:23][C:22]([N:15]2[C:16]3[C:21](=[CH:20][CH:19]=[CH:18][CH:17]=3)[C:13]([C:10]3[CH:9]=[CH:8][C:7]([C:5]([O:4][CH2:1][CH:2]=[CH2:3])=[O:6])=[CH:12][CH:11]=3)=[N:14]2)=[CH:30][CH:29]=1. The catalyst class is: 12. (2) Reactant: O.NN.CC(O)=O.[O:8]([C:15]1[C:20]([C:21]2[N:25]=[C:24](C)[NH:23][N:22]=2)=[N:19][N:18]([C:27]2[CH:32]=[CH:31][CH:30]=[CH:29][CH:28]=2)[C:17](=[O:33])[CH:16]=1)[C:9]1[CH:14]=[CH:13][CH:12]=[CH:11][CH:10]=1. Product: [O:8]([C:15]1[C:20]([C:21]2[N:25]=[CH:24][NH:23][N:22]=2)=[N:19][N:18]([C:27]2[CH:32]=[CH:31][CH:30]=[CH:29][CH:28]=2)[C:17](=[O:33])[CH:16]=1)[C:9]1[CH:14]=[CH:13][CH:12]=[CH:11][CH:10]=1. The catalyst class is: 28.